This data is from Reaction yield outcomes from USPTO patents with 853,638 reactions. The task is: Predict the reaction yield, written as a fraction of the theoretical maximum amount of product (1.0 means a 100% yield; for example, 0.34 means a 34% yield). (1) The reactants are [CH3:1][O:2][CH2:3][CH2:4][O:5][C:6]1[CH:11]=[CH:10][C:9]([NH:12][C:13]2[C:18]([N+:19]([O-])=O)=[CH:17][N:16]=[C:15]([NH:22][C:23]3[CH:24]=[N:25][N:26]([CH:28]4[CH2:33][CH2:32][N:31]([CH3:34])[CH2:30][CH2:29]4)[CH:27]=3)[N:14]=2)=[CH:8][CH:7]=1. The catalyst is CO.[Pd]. The product is [CH3:1][O:2][CH2:3][CH2:4][O:5][C:6]1[CH:11]=[CH:10][C:9]([NH:12][C:13]2[C:18]([NH2:19])=[CH:17][N:16]=[C:15]([NH:22][C:23]3[CH:24]=[N:25][N:26]([CH:28]4[CH2:33][CH2:32][N:31]([CH3:34])[CH2:30][CH2:29]4)[CH:27]=3)[N:14]=2)=[CH:8][CH:7]=1. The yield is 0.540. (2) The reactants are [O:1]=[C:2]1[NH:7][C:6]([C:8]2[CH:13]=[CH:12][C:11]([C:14]([F:17])([F:16])[F:15])=[CH:10][CH:9]=2)=[CH:5][N:4]2[C:18]([C:21]#[N:22])=[CH:19][CH:20]=[C:3]12.P12(SP3(SP(SP(S3)(S1)=S)(=S)S2)=S)=S.[CH2:37](N)[CH2:38][NH2:39]. The yield is 0.810. No catalyst specified. The product is [NH:22]1[CH2:37][CH2:38][N:39]=[C:21]1[C:18]1[N:4]2[CH:5]=[C:6]([C:8]3[CH:13]=[CH:12][C:11]([C:14]([F:15])([F:17])[F:16])=[CH:10][CH:9]=3)[NH:7][C:2](=[O:1])[C:3]2=[CH:20][CH:19]=1. (3) The reactants are [CH3:1][C@@H:2]1[C:6]2[NH:7][C:8]([C:10]3[CH:19]=[CH:18][CH:17]=[C:16]4[C:11]=3[N:12]=[C:13]([NH:21][C:22]3([CH3:25])[CH2:24][CH2:23]3)[C:14]([CH3:20])=[N:15]4)=[CH:9][C:5]=2[C:4](=[O:26])[NH:3]1.C(Cl)(Cl)[Cl:28]. No catalyst specified. The product is [Cl:28][C:9]1[C:5]2[C:4](=[O:26])[NH:3][C@H:2]([CH3:1])[C:6]=2[NH:7][C:8]=1[C:10]1[CH:19]=[CH:18][CH:17]=[C:16]2[C:11]=1[N:12]=[C:13]([NH:21][C:22]1([CH3:25])[CH2:23][CH2:24]1)[C:14]([CH3:20])=[N:15]2. The yield is 0.820. (4) The reactants are Cl[C:2]1[CH:7]=[N:6][CH:5]=[C:4]([Cl:8])[N:3]=1.[CH3:9][CH:10]1[CH2:15][CH2:14][CH2:13][CH2:12][NH:11]1.C(=O)([O-])[O-].[K+].[K+].CC(N(C)C)=O. The catalyst is O. The product is [Cl:8][C:4]1[CH:5]=[N:6][CH:7]=[C:2]([N:11]2[CH2:12][CH2:13][CH2:14][CH2:15][CH:10]2[CH3:9])[N:3]=1. The yield is 0.870. (5) The reactants are [F:1][C:2]1[CH:8]=[C:7]([I:9])[CH:6]=[CH:5][C:3]=1[NH2:4].C(N(CC)CC)C.C1N=C[N:19]([C:22](N2C=NC=C2)=[O:23])C=1.N. The catalyst is C(Cl)(Cl)Cl. The product is [F:1][C:2]1[CH:8]=[C:7]([I:9])[CH:6]=[CH:5][C:3]=1[NH:4][C:22]([NH2:19])=[O:23]. The yield is 0.988. (6) The reactants are [O:1]1[CH2:6][CH2:5][CH:4]([NH2:7])[CH2:3][CH2:2]1.Cl[C:9]1[CH:10]=[C:11]([N:28]([CH:38]2[CH2:40][CH2:39]2)[CH2:29][C:30]2[CH:35]=[CH:34][C:33]([O:36][CH3:37])=[CH:32][CH:31]=2)[C:12]2[N:13]([C:15]([C:18]([NH:20][C:21]3[CH:26]=[CH:25][N:24]=[C:23]([Cl:27])[CH:22]=3)=[O:19])=[CH:16][N:17]=2)[N:14]=1. The catalyst is CN1C(=O)CCC1.CO. The product is [Cl:27][C:23]1[CH:22]=[C:21]([NH:20][C:18]([C:15]2[N:13]3[N:14]=[C:9]([NH:7][CH:4]4[CH2:5][CH2:6][O:1][CH2:2][CH2:3]4)[CH:10]=[C:11]([N:28]([CH:38]4[CH2:39][CH2:40]4)[CH2:29][C:30]4[CH:35]=[CH:34][C:33]([O:36][CH3:37])=[CH:32][CH:31]=4)[C:12]3=[N:17][CH:16]=2)=[O:19])[CH:26]=[CH:25][N:24]=1. The yield is 0.116.